From a dataset of Forward reaction prediction with 1.9M reactions from USPTO patents (1976-2016). Predict the product of the given reaction. (1) Given the reactants C(OC([N:8]1[CH2:12][CH2:11][CH:10]([C:13](=[O:23])[NH:14][CH2:15][C:16]2[CH:21]=[CH:20][CH:19]=[C:18]([Cl:22])[CH:17]=2)[N:9]1[C:24](=[O:38])[CH2:25][C:26]1[C:34]2[C:29](=[CH:30][CH:31]=[CH:32][CH:33]=2)[N:28]([C:35](=[O:37])[NH2:36])[CH:27]=1)=O)(C)(C)C.O1CCOCC1, predict the reaction product. The product is: [Cl:22][C:18]1[CH:17]=[C:16]([CH:21]=[CH:20][CH:19]=1)[CH2:15][NH:14][C:13]([CH:10]1[N:9]([C:24](=[O:38])[CH2:25][C:26]2[C:34]3[C:29](=[CH:30][CH:31]=[CH:32][CH:33]=3)[N:28]([C:35]([NH2:36])=[O:37])[CH:27]=2)[NH:8][CH2:12][CH2:11]1)=[O:23]. (2) The product is: [C:15]([C:17]1[CH:18]=[CH:19][C:20]([NH:23][C:24]([C:26]2[C:31]([CH3:32])=[C:30]([C:6]#[N:7])[CH:29]=[C:28]([CH3:34])[N:27]=2)=[O:25])=[N:21][CH:22]=1)#[N:16]. Given the reactants C(OC([C:6]1C=C(C#N)C=C(C)[N:7]=1)=O)C.[C:15]([C:17]1[CH:18]=[CH:19][C:20]([NH:23][C:24]([C:26]2[C:31]([CH3:32])=[C:30](Br)[CH:29]=[C:28]([CH3:34])[N:27]=2)=[O:25])=[N:21][CH:22]=1)#[N:16], predict the reaction product. (3) The product is: [Cl:1][C:2]1[C:11]2[C:6](=[C:7]([NH2:13])[CH:8]=[CH:9][C:10]=2[CH3:12])[N:5]=[C:4]([O:16][CH3:17])[CH:3]=1. Given the reactants [Cl:1][C:2]1[C:11]2[C:6](=[C:7]([N+:13]([O-])=O)[CH:8]=[CH:9][C:10]=2[CH3:12])[N:5]=[C:4]([O:16][CH3:17])[CH:3]=1.S(S([O-])=O)([O-])=O.[Na+].[Na+].[OH-].[Na+], predict the reaction product. (4) Given the reactants [I-].[Na+].Cl[CH:4]1[CH2:8][O:7][C:6](=[O:9])[O:5]1.C(N(CC)CC)C.[Na+].[O:18]1[C:25]2[CH:24]=[C:23]([C:26]([O-:28])=[O:27])[NH:22][C:21]=2[CH:20]=[CH:19]1, predict the reaction product. The product is: [O:18]1[C:25]2[CH:24]=[C:23]([C:26]([O:28][CH:4]3[CH2:8][O:7][C:6](=[O:9])[O:5]3)=[O:27])[NH:22][C:21]=2[CH:20]=[CH:19]1.